Dataset: Catalyst prediction with 721,799 reactions and 888 catalyst types from USPTO. Task: Predict which catalyst facilitates the given reaction. (1) Reactant: [CH:1]([S:4]([CH3:7])(=[O:6])=[O:5])([CH3:3])[CH3:2].CO.C[O-].[Na+].[C:13]([O:18][CH3:19])(=[O:17])[C:14]([O-])=[O:15].Cl. Product: [CH:1]([S:4]([CH2:7][C:14](=[O:15])[C:13]([O:18][CH3:19])=[O:17])(=[O:6])=[O:5])([CH3:3])[CH3:2]. The catalyst class is: 1. (2) Reactant: [O:1]1[C:5]2[CH:6]=[CH:7][C:8]([C:10]3([C:13]([NH:15][C:16]4[S:17][C:18]([C@H:21]([C:29]5[CH:34]=[CH:33][C:32]([F:35])=[CH:31][C:30]=5[Cl:36])[NH:22][S@@](C(C)(C)C)=O)=[CH:19][N:20]=4)=[O:14])[CH2:12][CH2:11]3)=[CH:9][C:4]=2[O:3][CH2:2]1.Cl.O1CCOCC1. Product: [NH2:22][C@@H:21]([C:29]1[CH:34]=[CH:33][C:32]([F:35])=[CH:31][C:30]=1[Cl:36])[C:18]1[S:17][C:16]([NH:15][C:13]([C:10]2([C:8]3[CH:7]=[CH:6][C:5]4[O:1][CH2:2][O:3][C:4]=4[CH:9]=3)[CH2:11][CH2:12]2)=[O:14])=[N:20][CH:19]=1. The catalyst class is: 5. (3) Reactant: [CH3:1][O:2][C:3]1[C:11]2[O:10][C:9]([CH3:13])([CH3:12])[CH2:8][C:7]=2[CH:6]=[C:5]([CH:14]=O)[CH:4]=1.C([O-])(=O)C.[NH4+].[N+:21]([CH3:24])([O-:23])=[O:22]. Product: [CH3:1][O:2][C:3]1[C:11]2[O:10][C:9]([CH3:12])([CH3:13])[CH2:8][C:7]=2[CH:6]=[C:5]([CH:14]=[CH:24][N+:21]([O-:23])=[O:22])[CH:4]=1. The catalyst class is: 13.